This data is from Reaction yield outcomes from USPTO patents with 853,638 reactions. The task is: Predict the reaction yield, written as a fraction of the theoretical maximum amount of product (1.0 means a 100% yield; for example, 0.34 means a 34% yield). (1) The reactants are [N:1]1([C:7]([N:9]2[CH2:14][CH2:13][NH:12][CH:11]([C:15]([O:17][CH2:18][CH3:19])=[O:16])[CH2:10]2)=[O:8])[CH2:6][CH2:5][O:4][CH2:3][CH2:2]1.[CH2:20]([O:24][C:25]1[CH:30]=[CH:29][C:28]([S:31](Cl)(=[O:33])=[O:32])=[CH:27][CH:26]=1)[C:21]#[C:22][CH3:23].O. The catalyst is N1C=CC=CC=1. The product is [CH2:18]([O:17][C:15]([CH:11]1[CH2:10][N:9]([C:7]([N:1]2[CH2:6][CH2:5][O:4][CH2:3][CH2:2]2)=[O:8])[CH2:14][CH2:13][N:12]1[S:31]([C:28]1[CH:27]=[CH:26][C:25]([O:24][CH2:20][C:21]#[C:22][CH3:23])=[CH:30][CH:29]=1)(=[O:33])=[O:32])=[O:16])[CH3:19]. The yield is 0.810. (2) The reactants are [F:1][C:2]1[CH:7]=[CH:6][C:5]([NH2:8])=[CH:4][CH:3]=1.C1N=CN([C:14](N2C=NC=C2)=[O:15])C=1.[CH2:21]([O:23][C:24](=[O:43])[CH2:25][CH2:26][C:27]1[CH:32]=[CH:31][CH:30]=[C:29]([N:33]2[C:37]([NH2:38])=[CH:36][C:35]([C:39]([CH3:42])([CH3:41])[CH3:40])=[N:34]2)[CH:28]=1)[CH3:22].O. The catalyst is CN(C=O)C. The product is [CH2:21]([O:23][C:24](=[O:43])[CH2:25][CH2:26][C:27]1[CH:32]=[CH:31][CH:30]=[C:29]([N:33]2[C:37]([NH:38][C:14]([NH:8][C:5]3[CH:6]=[CH:7][C:2]([F:1])=[CH:3][CH:4]=3)=[O:15])=[CH:36][C:35]([C:39]([CH3:42])([CH3:41])[CH3:40])=[N:34]2)[CH:28]=1)[CH3:22]. The yield is 0.330. (3) The reactants are [N:1]1([C:7]2[C:8]([C:13]#[N:14])=[N:9][CH:10]=[CH:11][CH:12]=2)[CH2:6][CH2:5][CH2:4][CH2:3][CH2:2]1.N. The catalyst is CO.[Ni]. The product is [N:1]1([C:7]2[C:8]([CH2:13][NH2:14])=[N:9][CH:10]=[CH:11][CH:12]=2)[CH2:2][CH2:3][CH2:4][CH2:5][CH2:6]1. The yield is 0.630. (4) The reactants are [Cl:1][C:2]1[N:10]=[C:9]2[C:5]([N:6]=[CH:7][NH:8]2)=[C:4](Cl)[N:3]=1.[CH2:12]([NH2:23])[C:13]1[CH:22]=[CH:21][C:18]([O:19][CH3:20])=[C:15]([O:16][CH3:17])[CH:14]=1.CCN(CC)CC. No catalyst specified. The product is [Cl:1][C:2]1[N:10]=[C:9]2[C:5]([N:6]=[CH:7][NH:8]2)=[C:4]([NH:23][CH2:12][C:13]2[CH:22]=[CH:21][C:18]([O:19][CH3:20])=[C:15]([O:16][CH3:17])[CH:14]=2)[N:3]=1. The yield is 0.934. (5) The reactants are C([O:4][CH2:5][C:6]([CH3:52])([CH3:51])[CH2:7][N:8]1[C:14]2[CH:15]=[CH:16][C:17]([Cl:19])=[CH:18][C:13]=2[C@@H:12]([C:20]2[CH:25]=[CH:24][CH:23]=[C:22]([O:26][CH3:27])[C:21]=2[O:28][CH3:29])[O:11][C@H:10]([CH2:30][C:31]([NH:33][C:34]2[CH:35]=[CH:36][C:37]3[O:41][C:40]([C:42]([O:44]CC)=[O:43])=[C:39]([O:47][CH3:48])[C:38]=3[CH:49]=2)=[O:32])[C:9]1=[O:50])(=O)C.[OH-].[Na+].[ClH:55]. The catalyst is O1CCCC1.C(O)C. The product is [Cl:55][C:17]1([Cl:19])[CH2:18][C:13]2[C@@H:12]([C:20]3[CH:25]=[CH:24][CH:23]=[C:22]([O:26][CH3:27])[C:21]=3[O:28][CH3:29])[O:11][C@H:10]([CH2:30][C:31]([NH:33][C:34]3[CH:35]=[CH:36][C:37]4[O:41][C:40]([C:42]([OH:44])=[O:43])=[C:39]([O:47][CH3:48])[C:38]=4[CH:49]=3)=[O:32])[C:9](=[O:50])[N:8]([CH2:7][C:6]([CH3:51])([CH3:52])[CH2:5][OH:4])[C:14]=2[CH:15]=[CH:16]1. The yield is 0.776.